Dataset: Full USPTO retrosynthesis dataset with 1.9M reactions from patents (1976-2016). Task: Predict the reactants needed to synthesize the given product. Given the product [CH3:13][C:12]1[CH:11]=[CH:10][CH:9]=[C:7]([S:22][CH3:21])[C:6]=1[C:3]1[CH2:4][CH2:5][O:1][N:2]=1, predict the reactants needed to synthesize it. The reactants are: [O:1]1[CH2:5][CH2:4][C:3]([C:6]2[C:12]([CH3:13])=[CH:11][CH:10]=[CH:9][C:7]=2N)=[N:2]1.N(OCCCC)=O.[CH3:21][S:22]SC.